Dataset: NCI-60 drug combinations with 297,098 pairs across 59 cell lines. Task: Regression. Given two drug SMILES strings and cell line genomic features, predict the synergy score measuring deviation from expected non-interaction effect. (1) Drug 1: C1C(C(OC1N2C=C(C(=O)NC2=O)F)CO)O. Drug 2: C(=O)(N)NO. Cell line: RPMI-8226. Synergy scores: CSS=44.5, Synergy_ZIP=0.504, Synergy_Bliss=-2.14, Synergy_Loewe=-58.5, Synergy_HSA=-5.42. (2) Drug 1: CCCCCOC(=O)NC1=NC(=O)N(C=C1F)C2C(C(C(O2)C)O)O. Drug 2: CC1C(C(CC(O1)OC2CC(CC3=C2C(=C4C(=C3O)C(=O)C5=C(C4=O)C(=CC=C5)OC)O)(C(=O)CO)O)N)O.Cl. Cell line: HCC-2998. Synergy scores: CSS=22.9, Synergy_ZIP=-3.59, Synergy_Bliss=-3.71, Synergy_Loewe=-25.6, Synergy_HSA=-5.12. (3) Drug 1: C1CCC(C1)C(CC#N)N2C=C(C=N2)C3=C4C=CNC4=NC=N3. Drug 2: CC(C)CN1C=NC2=C1C3=CC=CC=C3N=C2N. Cell line: DU-145. Synergy scores: CSS=-2.18, Synergy_ZIP=-2.62, Synergy_Bliss=-4.49, Synergy_Loewe=-5.79, Synergy_HSA=-5.17. (4) Drug 1: CC1=C2C(C(=O)C3(C(CC4C(C3C(C(C2(C)C)(CC1OC(=O)C(C(C5=CC=CC=C5)NC(=O)OC(C)(C)C)O)O)OC(=O)C6=CC=CC=C6)(CO4)OC(=O)C)OC)C)OC. Drug 2: CCC(=C(C1=CC=CC=C1)C2=CC=C(C=C2)OCCN(C)C)C3=CC=CC=C3.C(C(=O)O)C(CC(=O)O)(C(=O)O)O. Cell line: COLO 205. Synergy scores: CSS=80.2, Synergy_ZIP=20.0, Synergy_Bliss=18.8, Synergy_Loewe=-23.2, Synergy_HSA=14.8. (5) Drug 1: CC1CCC2CC(C(=CC=CC=CC(CC(C(=O)C(C(C(=CC(C(=O)CC(OC(=O)C3CCCCN3C(=O)C(=O)C1(O2)O)C(C)CC4CCC(C(C4)OC)O)C)C)O)OC)C)C)C)OC. Drug 2: C1=NC(=NC(=O)N1C2C(C(C(O2)CO)O)O)N. Cell line: MDA-MB-231. Synergy scores: CSS=9.89, Synergy_ZIP=-3.52, Synergy_Bliss=-4.49, Synergy_Loewe=-12.6, Synergy_HSA=-4.15. (6) Drug 1: CC12CCC3C(C1CCC2=O)CC(=C)C4=CC(=O)C=CC34C. Drug 2: B(C(CC(C)C)NC(=O)C(CC1=CC=CC=C1)NC(=O)C2=NC=CN=C2)(O)O. Cell line: SK-MEL-2. Synergy scores: CSS=52.1, Synergy_ZIP=-0.245, Synergy_Bliss=0.576, Synergy_Loewe=1.70, Synergy_HSA=1.39.